The task is: Predict the reactants needed to synthesize the given product.. This data is from Full USPTO retrosynthesis dataset with 1.9M reactions from patents (1976-2016). Given the product [C:12]1([C:15]2[CH:16]=[CH:17][CH:18]=[CH:19][CH:20]=2)[CH:11]=[CH:10][C:9]([CH2:8][C@@H:7]([NH:21][C:22](=[O:28])[CH2:23][CH2:24][C:25]([O:74][CH2:73][CH2:72][Br:71])=[O:26])[CH2:6][C@@H:5]([CH3:29])[C:4]([OH:30])=[O:3])=[CH:14][CH:13]=1.[C:31]1([C:53]2[CH:54]=[CH:55][CH:56]=[CH:57][CH:58]=2)[CH:32]=[CH:33][C:34]([CH2:37][C@@H:38]([NH:45][C:46]([O:48][C:49]([CH3:52])([CH3:50])[CH3:51])=[O:47])[CH2:39][C@@H:40]([CH3:44])[C:41]([OH:43])=[O:42])=[CH:35][CH:36]=1.[Br:71][CH2:72][CH2:73][O:64][C:63](=[O:65])[CH2:62][CH2:61][C:60](=[O:59])[CH3:66], predict the reactants needed to synthesize it. The reactants are: C([O:3][C:4](=[O:30])[C@H:5]([CH3:29])[CH2:6][C@H:7]([NH:21][C:22](=[O:28])[CH2:23][CH2:24][C:25](O)=[O:26])[CH2:8][C:9]1[CH:14]=[CH:13][C:12]([C:15]2[CH:20]=[CH:19][CH:18]=[CH:17][CH:16]=2)=[CH:11][CH:10]=1)C.[C:31]1([C:53]2[CH:58]=[CH:57][CH:56]=[CH:55][CH:54]=2)[CH:36]=[CH:35][C:34]([CH2:37][C@@H:38]([NH:45][C:46]([O:48][C:49]([CH3:52])([CH3:51])[CH3:50])=[O:47])[CH2:39][C@@H:40]([CH3:44])[C:41]([OH:43])=[O:42])=[CH:33][CH:32]=1.[O:59]=[C:60]([CH3:66])[CH2:61][CH2:62][C:63]([OH:65])=[O:64].S(Cl)(Cl)=O.[Br:71][CH2:72][CH2:73][OH:74].